This data is from Full USPTO retrosynthesis dataset with 1.9M reactions from patents (1976-2016). The task is: Predict the reactants needed to synthesize the given product. (1) The reactants are: FC(F)(F)C(O)=O.[CH3:8][S:9]([NH:12][CH:13]([CH2:23][NH:24]C(=O)OC(C)(C)C)[CH2:14][NH:15]C(=O)OC(C)(C)C)(=[O:11])=[O:10].[Br:32][C:33]1[CH:34]=[C:35]([C:39]2([C:46]3[CH:51]=[CH:50][C:49]([O:52][CH3:53])=[CH:48][CH:47]=3)[C:43](=S)[S:42][C:41](=S)[NH:40]2)[CH:36]=[CH:37][CH:38]=1.C(N(CC)CC)C. Given the product [Br:32][C:33]1[CH:34]=[C:35]([C:39]2([C:46]3[CH:51]=[CH:50][C:49]([O:52][CH3:53])=[CH:48][CH:47]=3)[C:43]3=[N:15][CH2:14][CH:13]([NH:12][S:9]([CH3:8])(=[O:11])=[O:10])[CH2:23][N:24]3[C:41](=[S:42])[NH:40]2)[CH:36]=[CH:37][CH:38]=1, predict the reactants needed to synthesize it. (2) Given the product [CH2:1]([O:8][CH2:9][CH2:10][CH2:11][C:12]([O:14][CH3:20])=[O:13])[C:2]1[CH:7]=[CH:6][CH:5]=[CH:4][CH:3]=1, predict the reactants needed to synthesize it. The reactants are: [CH2:1]([O:8][CH2:9][CH2:10][CH2:11][C:12]([OH:14])=[O:13])[C:2]1[CH:7]=[CH:6][CH:5]=[CH:4][CH:3]=1.S(=O)(=O)(O)O.[CH3:20]O. (3) Given the product [CH:10]1[C:11]2[CH:12]([CH2:14][O:15][C:16]([NH:18][C@H:19]([C:20]([NH2:36])=[O:22])[CH2:23][O:24][CH2:25][C:26]([O:28][C:29]([CH3:30])([CH3:32])[CH3:31])=[O:27])=[O:17])[C:13]3[C:5](=[CH:4][CH:3]=[CH:2][CH:1]=3)[C:6]=2[CH:7]=[CH:8][CH:9]=1, predict the reactants needed to synthesize it. The reactants are: [CH:1]1[C:13]2[CH:12]([CH2:14][O:15][C:16]([NH:18][C@@H:19]([CH2:23][O:24][CH2:25][C:26]([O:28][C:29]([CH3:32])([CH3:31])[CH3:30])=[O:27])[C:20]([OH:22])=O)=[O:17])[C:11]3[C:6](=[CH:7][CH:8]=[CH:9][CH:10]=3)[C:5]=2[CH:4]=[CH:3][CH:2]=1.[Cl-].[NH4+].C[N:36](C(ON1N=NC2C=CC=NC1=2)=[N+](C)C)C.F[P-](F)(F)(F)(F)F. (4) Given the product [CH2:40]([C:6]1[C:5]([OH:4])=[CH:10][C:9]([OH:11])=[C:8]([C:15](=[O:24])[C:16]2[CH:17]=[CH:18][C:19]([O:22][CH3:23])=[CH:20][CH:21]=2)[C:7]=1[CH2:25][C:26]([N:28]([CH2:37][CH2:38][OH:39])[CH2:29][CH2:30][N:31]1[CH2:32][CH2:33][O:34][CH2:35][CH2:36]1)=[O:27])[CH3:41], predict the reactants needed to synthesize it. The reactants are: C([O:4][C:5]1[C:6]([CH2:40][CH3:41])=[C:7]([CH2:25][C:26]([N:28]([CH2:37][CH2:38][OH:39])[CH2:29][CH2:30][N:31]2[CH2:36][CH2:35][O:34][CH2:33][CH2:32]2)=[O:27])[C:8]([C:15](=[O:24])[C:16]2[CH:21]=[CH:20][C:19]([O:22][CH3:23])=[CH:18][CH:17]=2)=[C:9]([O:11]CC=C)[CH:10]=1)C=C.C([O-])=O.[NH4+]. (5) Given the product [ClH:25].[NH2:7][CH:8]([C:13]1[CH:14]=[CH:15][C:16]([O:19][C:20]([F:21])([F:22])[F:23])=[CH:17][CH:18]=1)[CH2:9][C:10]([NH2:12])=[O:11], predict the reactants needed to synthesize it. The reactants are: C(OC(=O)[NH:7][CH:8]([C:13]1[CH:18]=[CH:17][C:16]([O:19][C:20]([F:23])([F:22])[F:21])=[CH:15][CH:14]=1)[CH2:9][C:10]([NH2:12])=[O:11])(C)(C)C.[ClH:25].C(OCC)(=O)C. (6) Given the product [CH2:42]([NH:41][C:40]([N:28]1[CH2:29][CH:30]([O:31][CH2:32][C:33]2[CH:38]=[CH:37][C:36]([F:39])=[CH:35][CH:34]=2)[CH:24]2[N:23]([C:21](=[O:22])[CH:16]([NH:15][C:14](=[O:50])[CH:12]([NH:10][CH3:9])[CH3:13])[C:17]([CH3:18])([CH3:20])[CH3:19])[CH2:27][CH2:26][CH:25]12)=[O:49])[C:43]1[CH:44]=[CH:45][CH:46]=[CH:47][CH:48]=1, predict the reactants needed to synthesize it. The reactants are: C(O[C:9](=O)[N:10]([CH:12]([C:14](=[O:50])[NH:15][CH:16]([C:21]([N:23]1[CH2:27][CH2:26][CH:25]2[N:28]([C:40](=[O:49])[NH:41][CH2:42][C:43]3[CH:48]=[CH:47][CH:46]=[CH:45][CH:44]=3)[CH2:29][CH:30]([O:31][CH2:32][C:33]3[CH:38]=[CH:37][C:36]([F:39])=[CH:35][CH:34]=3)[CH:24]12)=[O:22])[C:17]([CH3:20])([CH3:19])[CH3:18])[CH3:13])C)C1C=CC=CC=1. (7) Given the product [F:10][C:7]([F:8])([F:9])[C:6]([NH:20][CH2:19][C:18]1[CH:21]=[CH:22][CH:23]=[C:16]([O:15][CH3:14])[CH:17]=1)=[O:11], predict the reactants needed to synthesize it. The reactants are: [F:8][C:7]([F:10])([F:9])[C:6](O[C:6](=[O:11])[C:7]([F:10])([F:9])[F:8])=[O:11].[CH3:14][O:15][C:16]1[CH:17]=[C:18]([CH:21]=[CH:22][CH:23]=1)[CH2:19][NH2:20].CN1CCOCC1.